From a dataset of Reaction yield outcomes from USPTO patents with 853,638 reactions. Predict the reaction yield, written as a fraction of the theoretical maximum amount of product (1.0 means a 100% yield; for example, 0.34 means a 34% yield). (1) The reactants are [CH3:1][O:2][C:3]1[CH:4]=[C:5]2[C:10](=[CH:11][C:12]=1[O:13][CH3:14])[N:9]=[CH:8][CH:7]=[C:6]2[O:15][C:16]1[C:22]([CH3:23])=[CH:21][C:19]([NH2:20])=[C:18]([CH3:24])[CH:17]=1.C1(C)C=CC=CC=1.C(N(CC)CC)C.Cl[C:40](Cl)([O:42]C(=O)OC(Cl)(Cl)Cl)Cl.[F:51][C:52]1[CH:53]=[C:54]([CH:58]=[CH:59][CH:60]=1)[CH:55]([OH:57])[CH3:56]. The catalyst is C(Cl)Cl. The product is [CH3:1][O:2][C:3]1[CH:4]=[C:5]2[C:10](=[CH:11][C:12]=1[O:13][CH3:14])[N:9]=[CH:8][CH:7]=[C:6]2[O:15][C:16]1[C:22]([CH3:23])=[CH:21][C:19]([NH:20][C:40](=[O:42])[O:57][CH:55]([C:54]2[CH:58]=[CH:59][CH:60]=[C:52]([F:51])[CH:53]=2)[CH3:56])=[C:18]([CH3:24])[CH:17]=1. The yield is 0.680. (2) The reactants are [NH2:1][C:2]1[C:3]([F:32])=[CH:4][C:5]([Cl:31])=[C:6]([C:8]2[C:9](=[O:30])[N:10]([CH2:28][CH3:29])[C:11]3[C:16]([CH:17]=2)=[CH:15][N:14]=[C:13]([NH:18][CH2:19][CH2:20][CH2:21][N:22]2[CH2:27][CH2:26][O:25][CH2:24][CH2:23]2)[CH:12]=3)[CH:7]=1.[C:33]1([N:39]=[C:40]=[O:41])[CH:38]=[CH:37][CH:36]=[CH:35][CH:34]=1. The catalyst is N1C=CC=CC=1. The product is [Cl:31][C:5]1[C:6]([C:8]2[C:9](=[O:30])[N:10]([CH2:28][CH3:29])[C:11]3[C:16]([CH:17]=2)=[CH:15][N:14]=[C:13]([NH:18][CH2:19][CH2:20][CH2:21][N:22]2[CH2:23][CH2:24][O:25][CH2:26][CH2:27]2)[CH:12]=3)=[CH:7][C:2]([NH:1][C:40]([NH:39][C:33]2[CH:38]=[CH:37][CH:36]=[CH:35][CH:34]=2)=[O:41])=[C:3]([F:32])[CH:4]=1. The yield is 0.610. (3) The reactants are [NH3:1].C([O:5][CH2:6][C@@H:7]([NH:33][C:34]([O:36][CH2:37][C:38]1[CH:43]=[CH:42][CH:41]=[CH:40][CH:39]=1)=[O:35])[C:8]([N:10]1[CH2:14][CH2:13][CH2:12][C@H:11]1[C:15]([N:17]1[CH2:21][CH2:20][CH2:19][C@H:18]1[C:22]([NH:24][C@@H:25]([C@H:30]([OH:32])[CH3:31])[C:26]([O:28]C)=[O:27])=[O:23])=[O:16])=[O:9])(=O)C. No catalyst specified. The product is [CH2:37]([O:36][C:34](=[O:35])[NH:33][C@H:7]([CH2:6][OH:5])[C:8]([N:10]1[CH2:14][CH2:13][CH2:12][C@H:11]1[C:15]([N:17]1[CH2:21][CH2:20][CH2:19][C@H:18]1[C:22](=[O:23])[NH:24][C@@H:25]([C@H:30]([OH:32])[CH3:31])[C:26]([O:28][NH2:1])=[O:27])=[O:16])=[O:9])[C:38]1[CH:43]=[CH:42][CH:41]=[CH:40][CH:39]=1. The yield is 0.823. (4) The reactants are [NH2:1][C:2]1[CH:3]=[C:4]([C:8]2[C:17]3[C:12](=[CH:13][C:14]([O:20][CH3:21])=[C:15]([O:18][CH3:19])[CH:16]=3)[N:11]=[C:10](CN)[N:9]=2)[CH:5]=[CH:6][CH:7]=1.[N:24]1C=CC=C[CH:25]=1.C[O:31][C:32](=[O:42])[C:33]1[CH:38]=[CH:37][C:36]([C:39](Cl)=[O:40])=[CH:35][CH:34]=1.[CH3:43]S(C)=O. The catalyst is O1CCCC1. The product is [CH3:43][C:34]1[CH:35]=[C:36]([C:39]([NH:1][C:2]2[CH:7]=[CH:6][CH:5]=[C:4]([C:8]3[C:17]4[C:12](=[CH:13][C:14]([O:20][CH3:21])=[C:15]([O:18][CH3:19])[CH:16]=4)[N:11]=[C:10]([NH:24][CH3:25])[N:9]=3)[CH:3]=2)=[O:40])[CH:37]=[CH:38][C:33]=1[C:32]([OH:31])=[O:42]. The yield is 0.532. (5) The reactants are C(OC(=O)[NH:7][CH:8]1[CH2:13][CH:12]2[CH2:14][CH2:15][CH:9]1[CH2:10][C:11]2=[O:16])(C)(C)C.[C:18]([OH:24])([C:20]([F:23])([F:22])[F:21])=[O:19]. The catalyst is C(Cl)Cl. The product is [F:21][C:20]([F:23])([F:22])[C:18]([OH:24])=[O:19].[NH2:7][CH:8]1[CH2:13][CH:12]2[CH2:14][CH2:15][CH:9]1[CH2:10][C:11]2=[O:16]. The yield is 0.920. (6) The reactants are [Br:1][C:2]1[CH:9]=[CH:8][C:5]([C:6]#[N:7])=[C:4]([CH3:10])[CH:3]=1.[Cl-].O[NH3+].C([N:17](C(C)C)CC)(C)C.[O:23]1[CH:27]=[CH:26][CH:25]=[C:24]1[C:28](Cl)=[O:29].C(N=C=NC(C)C)(C)C. The catalyst is CO. The product is [Br:1][C:2]1[CH:9]=[CH:8][C:5]([C:6]2[N:17]=[C:28]([C:24]3[O:23][CH:27]=[CH:26][CH:25]=3)[O:29][N:7]=2)=[C:4]([CH3:10])[CH:3]=1. The yield is 0.360. (7) The reactants are [S:1]1[C:12]2[C:4](=[CH:5][CH:6]=[C:7]3[C:11]=2[C:10](=O)[C:9](=[O:14])[NH:8]3)[N:3]=[CH:2]1.Cl.[Br:16][C:17]1[CH:22]=[CH:21][C:20]([NH:23][NH2:24])=[CH:19][CH:18]=1. No catalyst specified. The product is [Br:16][C:17]1[CH:22]=[CH:21][C:20]([NH:23]/[N:24]=[C:10]2\[C:9](=[O:14])[NH:8][C:7]3[C:11]\2=[C:12]2[S:1][CH:2]=[N:3][C:4]2=[CH:5][CH:6]=3)=[CH:19][CH:18]=1. The yield is 0.620.